Dataset: Reaction yield outcomes from USPTO patents with 853,638 reactions. Task: Predict the reaction yield, written as a fraction of the theoretical maximum amount of product (1.0 means a 100% yield; for example, 0.34 means a 34% yield). (1) The reactants are C1(S([N:10]2[C:14]3=[N:15][CH:16]=[C:17]([C:19]4[CH:23]=[CH:22][N:21]([Si](C(C)C)(C(C)C)C(C)C)[CH:20]=4)[CH:18]=[C:13]3[C:12]([C:34]3[CH:38]=[CH:37][O:36][CH:35]=3)=[CH:11]2)(=O)=O)C=CC=CC=1.[OH-].[Na+].C([O-])(O)=O.[Na+]. The catalyst is CCO. The product is [O:36]1[CH:37]=[CH:38][C:34]([C:12]2[C:13]3[C:14](=[N:15][CH:16]=[C:17]([C:19]4[CH:23]=[CH:22][NH:21][CH:20]=4)[CH:18]=3)[NH:10][CH:11]=2)=[CH:35]1. The yield is 0.590. (2) The reactants are Cl[C:2]1[N:3]=[C:4]([N:21]2[CH2:26][CH2:25][O:24][CH2:23][CH2:22]2)[C:5]2[S:10][C:9]([CH2:11][N:12]3[CH2:17][CH2:16][CH:15]([N:18]([CH3:20])[CH3:19])[CH2:14][CH2:13]3)=[CH:8][C:6]=2[N:7]=1.[CH:27]1[C:36]2[CH:35]=[CH:34][CH:33]=[C:32](B(O)O)[C:31]=2[CH:30]=[CH:29][N:28]=1.C(=O)([O-])[O-].[Na+].[Na+]. The catalyst is Cl[Pd](Cl)([P](C1C=CC=CC=1)(C1C=CC=CC=1)C1C=CC=CC=1)[P](C1C=CC=CC=1)(C1C=CC=CC=1)C1C=CC=CC=1.C(#N)C. The product is [CH:27]1[C:36]2[C:31](=[C:32]([C:2]3[N:3]=[C:4]([N:21]4[CH2:26][CH2:25][O:24][CH2:23][CH2:22]4)[C:5]4[S:10][C:9]([CH2:11][N:12]5[CH2:17][CH2:16][CH:15]([N:18]([CH3:20])[CH3:19])[CH2:14][CH2:13]5)=[CH:8][C:6]=4[N:7]=3)[CH:33]=[CH:34][CH:35]=2)[CH:30]=[CH:29][N:28]=1. The yield is 0.500.